This data is from Catalyst prediction with 721,799 reactions and 888 catalyst types from USPTO. The task is: Predict which catalyst facilitates the given reaction. (1) Reactant: [Br:1][C:2]1[C:11]2[C:6](=[CH:7][C:8]([Br:12])=[CH:9][CH:10]=2)[CH:5]=[CH:4][C:3]=1[OH:13].[OH-].[Na+].S(OCC)(O[CH2:20][CH3:21])(=O)=O.C(OCC)(=O)C. Product: [Br:1][C:2]1[C:11]2[C:6](=[CH:7][C:8]([Br:12])=[CH:9][CH:10]=2)[CH:5]=[CH:4][C:3]=1[O:13][CH2:20][CH3:21]. The catalyst class is: 72. (2) Reactant: [CH3:1][O:2][C:3]1[C:4]([CH2:9]O)=[N:5][CH:6]=[CH:7][N:8]=1.[Cl:11][C:12]1[CH:13]=[C:14]([CH:17]=[C:18]([O:20][C:21]2[C:26](=[O:27])[NH:25][CH:24]=[N:23][C:22]=2[C:28]([F:31])([F:30])[F:29])[CH:19]=1)[C:15]#[N:16].C1C=CC(P(C2C=CC=CC=2)C2C=CC=CC=2)=CC=1.CCOC(/N=N/C(OCC)=O)=O. Product: [Cl:11][C:12]1[CH:13]=[C:14]([CH:17]=[C:18]([O:20][C:21]2[C:26](=[O:27])[N:25]([CH2:9][C:4]3[C:3]([O:2][CH3:1])=[N:8][CH:7]=[CH:6][N:5]=3)[CH:24]=[N:23][C:22]=2[C:28]([F:29])([F:30])[F:31])[CH:19]=1)[C:15]#[N:16]. The catalyst class is: 46. (3) Reactant: [N:1]1[CH:2]=[C:3]([C:10]([OH:12])=O)[N:4]2[CH:9]=[CH:8][CH:7]=[CH:6][C:5]=12.C(Cl)(=O)C(Cl)=O.CN(C)C=O.[N:24]1([C:28]2[O:32][N:31]=[C:30]([C:33]3[CH:38]=[CH:37][C:36]([CH3:39])=[C:35]([N+:40]([O-])=O)[CH:34]=3)[N:29]=2)[CH2:27][CH2:26][CH2:25]1. Product: [N:24]1([C:28]2[O:32][N:31]=[C:30]([C:33]3[CH:38]=[CH:37][C:36]([CH3:39])=[C:35]([NH:40][C:10]([C:3]4[N:4]5[CH:9]=[CH:8][CH:7]=[CH:6][C:5]5=[N:1][CH:2]=4)=[O:12])[CH:34]=3)[N:29]=2)[CH2:27][CH2:26][CH2:25]1. The catalyst class is: 272. (4) Reactant: [NH2:1][C:2]1[CH:7]=[CH:6][C:5]([OH:8])=[CH:4][C:3]=1[CH2:9][OH:10].C(N(CC)CC)C.[F:18][C:19]([F:30])([F:29])[C:20]1[CH:21]=[C:22]([N:26]=[C:27]=[O:28])[CH:23]=[CH:24][CH:25]=1. Product: [OH:8][C:5]1[CH:6]=[CH:7][C:2]([NH:1][C:27]([NH:26][C:22]2[CH:23]=[CH:24][CH:25]=[C:20]([C:19]([F:18])([F:29])[F:30])[CH:21]=2)=[O:28])=[C:3]([CH2:9][OH:10])[CH:4]=1. The catalyst class is: 7. (5) Reactant: [CH3:1][C:2]([C:27]([O:29][CH2:30][CH3:31])=[O:28])([CH3:26])[CH2:3][CH2:4][CH2:5][C:6]([C:17]1[CH:22]=[CH:21][C:20]([N+:23]([O-:25])=[O:24])=[CH:19][N:18]=1)(C(OCC)=O)C(OCC)=O.S(=O)(=O)(O)O.[Cl-].[Na+]. Product: [N+:23]([C:20]1[CH:21]=[CH:22][C:17]([CH2:6][CH2:5][CH2:4][CH2:3][C:2]([CH3:1])([CH3:26])[C:27]([O:29][CH2:30][CH3:31])=[O:28])=[N:18][CH:19]=1)([O-:25])=[O:24]. The catalyst class is: 8. (6) Product: [N+:17]([C:6]1[CH:7]=[C:8]2[C:3]([CH2:2][CH2:1][CH2:11][C:9]2=[O:10])=[CH:4][CH:5]=1)([O-:19])=[O:18]. The catalyst class is: 6. Reactant: [CH2:1]1[CH2:11][C:9](=[O:10])[C:8]2[C:3](=[CH:4][CH:5]=[CH:6][CH:7]=2)[CH2:2]1.S(=O)(=O)(O)O.[N+:17]([O-])([OH:19])=[O:18]. (7) The catalyst class is: 9. Product: [Br:1][C:2]1[N:3]=[CH:4][C:5]2[C:10]([CH:11]=1)=[CH:9][N:8]([CH2:14][C:15]1[CH:16]=[CH:17][C:18]([S:21]([NH2:24])(=[O:23])=[O:22])=[CH:19][CH:20]=1)[C:7](=[O:12])[CH:6]=2. Reactant: [Br:1][C:2]1[CH:11]=[C:10]2[C:5]([CH:6]=[C:7]([OH:12])[N:8]=[CH:9]2)=[CH:4][N:3]=1.Br[CH2:14][C:15]1[CH:20]=[CH:19][C:18]([S:21]([NH2:24])(=[O:23])=[O:22])=[CH:17][CH:16]=1.C(=O)([O-])[O-].[Cs+].[Cs+]. (8) Reactant: C([O:3][C:4]([C:6]1[N:15](C2C=CC=CC=2)[C:9]2N=CNC(=O)[C:8]=2[C:7]=1C)=[O:5])C.CC1C2C(=O)NC=[N:28][C:27]=2[N:26](C2C=CC=CC=2)[C:25]=1C(O)=O.[OH-].[Na+]. Product: [N:28]1[C:8]2[CH:7]=[C:6]([C:4]([OH:3])=[O:5])[NH:15][C:9]=2[CH:25]=[N:26][CH:27]=1. The catalyst class is: 8.